Dataset: Full USPTO retrosynthesis dataset with 1.9M reactions from patents (1976-2016). Task: Predict the reactants needed to synthesize the given product. (1) Given the product [NH2:34][C:31]([CH3:33])([CH3:32])[C:30]([N:15]1[CH2:16][CH:17]([C:19]2[CH:20]=[CH:21][C:22]([O:25][C:26]([F:28])([F:29])[F:27])=[CH:23][CH:24]=2)[CH2:18][CH:13]([C:11]2[O:10][N:9]=[C:8]([C:4]3[CH:5]=[CH:6][CH:7]=[C:2]([F:1])[CH:3]=3)[N:12]=2)[CH2:14]1)=[O:42], predict the reactants needed to synthesize it. The reactants are: [F:1][C:2]1[CH:3]=[C:4]([C:8]2[N:12]=[C:11]([CH:13]3[CH2:18][CH:17]([C:19]4[CH:24]=[CH:23][C:22]([O:25][C:26]([F:29])([F:28])[F:27])=[CH:21][CH:20]=4)[CH2:16][N:15]([C:30](=[O:42])[C:31]([NH:34]C(=O)OC(C)(C)C)([CH3:33])[CH3:32])[CH2:14]3)[O:10][N:9]=2)[CH:5]=[CH:6][CH:7]=1.FC(F)(F)C(O)=O. (2) Given the product [O:31]1[CH:32]=[CH:33][CH:34]=[C:30]1[C:28]([NH:27][C:24]1[CH:23]=[CH:22][C:21]([O:20][CH2:15][CH2:14][O:13][C:10]2[CH:9]=[CH:8][C:7]([CH2:6][C@H:5]([O:17][CH3:18])[C:4]([OH:3])=[O:19])=[CH:12][CH:11]=2)=[CH:26][CH:25]=1)=[O:29], predict the reactants needed to synthesize it. The reactants are: C([O:3][C:4](=[O:19])[C@@H:5]([O:17][CH3:18])[CH2:6][C:7]1[CH:12]=[CH:11][C:10]([O:13][CH2:14][CH2:15]Br)=[CH:9][CH:8]=1)C.[OH:20][C:21]1[CH:26]=[CH:25][C:24]([NH:27][C:28]([C:30]2[O:31][CH:32]=[CH:33][CH:34]=2)=[O:29])=[CH:23][CH:22]=1.CO[C@@H](CC1C=CC(OCCCOC2C=CC=CC=2)=CC=1)C(O)=O. (3) Given the product [NH2:3][C:1]1[N:4]=[N:5][C:6]([C:7]2[CH:12]=[CH:11][CH:10]=[C:9]([Cl:13])[C:8]=2[Cl:14])=[C:15]([NH2:16])[N:2]=1, predict the reactants needed to synthesize it. The reactants are: [C:1]([NH:4][N:5]=[C:6]([C:15]#[N:16])[C:7]1[CH:12]=[CH:11][CH:10]=[C:9]([Cl:13])[C:8]=1[Cl:14])(=[NH:3])[NH2:2]. (4) Given the product [Br:1]/[C:2](=[CH:3]\[CH:4]=[C:5]1\[N:6]([CH2:20][CH2:21][CH2:22][S:23]([O-:26])(=[O:24])=[O:25])[C:7]2[CH:8]=[CH:9][C:10]3[C:61]([S:68]([O-:71])(=[O:69])=[O:70])=[CH:62][C:63]([S:64]([O-:67])(=[O:66])=[O:65])=[CH:57][C:11]=3[C:12]=2[C:13]\1([CH3:15])[CH3:14])/[CH:27]=[CH:79]/[C:52]1[C:51]([CH3:80])([CH3:50])[C:59]2[C:58]3[CH:60]=[C:61]([S:68]([O-:71])(=[O:69])=[O:70])[CH:62]=[C:63]([S:64]([O-:67])(=[O:65])=[O:66])[C:57]=3[CH:56]=[CH:55][C:54]=2[N+:53]=1[CH2:72][CH2:73][CH2:74][S:75]([O-:78])(=[O:77])=[O:76].[Na+:48].[Na+:48].[Na+:48].[Na+:48].[Na+:48], predict the reactants needed to synthesize it. The reactants are: [Br:1]/[C:2](/[CH:27]=C/C1C(C)(C)C2C(N=1)=[N+](CCCS([O-])(=O)=O)C=C(Cl)C=2)=[CH:3]\[CH:4]=[C:5]1\[N:6]([CH2:20][CH2:21][CH2:22][S:23]([O-:26])(=[O:25])=[O:24])[C:7]2[C:12]([C:13]\1([CH3:15])[CH3:14])=[CH:11][C:10](S([O-])(=O)=O)=[CH:9][CH:8]=2.[Na+:48].[Na+].[CH3:50][C:51]1([CH3:80])[C:59]2[C:58]3[CH:60]=[C:61]([S:68]([O-:71])(=[O:70])=[O:69])[CH:62]=[C:63]([S:64]([O-:67])(=[O:66])=[O:65])[C:57]=3[CH:56]=[CH:55][C:54]=2[N+:53]([CH2:72][CH2:73][CH2:74][S:75]([O-:78])(=[O:77])=[O:76])=[C:52]1[CH3:79].[Na+].[Na+]. (5) The reactants are: [I:1][C:2]1[CH:12]=[CH:11][CH:10]=[C:4]2[C:5]([O:7][C:8](=O)[C:3]=12)=[O:6].C[Si](C)(C)[NH:15][Si](C)(C)C.CO.O. Given the product [I:1][C:2]1[CH:12]=[CH:11][CH:10]=[C:4]2[C:5]([NH:15][C:8](=[O:7])[C:3]=12)=[O:6], predict the reactants needed to synthesize it. (6) The reactants are: Br[C:2]1[CH:7]=[CH:6][C:5]([C:8]2[O:12][N:11]=[C:10]([CH3:13])[C:9]=2[NH:14][C:15]2[O:16][C:17]([C:20]3[CH:25]=[CH:24][CH:23]=[CH:22][CH:21]=3)=[N:18][N:19]=2)=[CH:4][CH:3]=1.CC1(C)C(C)(C)OB([C:34]2[CH:39]=[CH:38][C:37]([C:40]3([C:43]([NH:45][S:46]([CH3:49])(=[O:48])=[O:47])=[O:44])[CH2:42][CH2:41]3)=[CH:36][CH:35]=2)O1. Given the product [CH3:13][C:10]1[C:9]([NH:14][C:15]2[O:16][C:17]([C:20]3[CH:25]=[CH:24][CH:23]=[CH:22][CH:21]=3)=[N:18][N:19]=2)=[C:8]([C:5]2[CH:6]=[CH:7][C:2]([C:34]3[CH:35]=[CH:36][C:37]([C:40]4([C:43]([NH:45][S:46]([CH3:49])(=[O:48])=[O:47])=[O:44])[CH2:42][CH2:41]4)=[CH:38][CH:39]=3)=[CH:3][CH:4]=2)[O:12][N:11]=1, predict the reactants needed to synthesize it. (7) Given the product [CH3:26][O:25][C:18]1[C:19]([O:23][CH3:24])=[CH:20][CH:21]=[CH:22][C:17]=1[N:13]1[C:14]([CH3:16])=[CH:15][C:11]([C:9]([OH:10])=[O:8])=[C:12]1[C:27]1[CH:28]=[CH:29][C:30]([O:33][CH2:34][C:35]([O:37][CH2:38][CH3:39])=[O:36])=[CH:31][CH:32]=1, predict the reactants needed to synthesize it. The reactants are: C([O:8][C:9]([C:11]1[CH:15]=[C:14]([CH3:16])[N:13]([C:17]2[CH:22]=[CH:21][CH:20]=[C:19]([O:23][CH3:24])[C:18]=2[O:25][CH3:26])[C:12]=1[C:27]1[CH:32]=[CH:31][C:30]([O:33][CH2:34][C:35]([O:37][CH2:38][CH3:39])=[O:36])=[CH:29][CH:28]=1)=[O:10])C1C=CC=CC=1.